From a dataset of Full USPTO retrosynthesis dataset with 1.9M reactions from patents (1976-2016). Predict the reactants needed to synthesize the given product. (1) Given the product [CH3:1][N:2]1[C:10]2[C:5](=[CH:6][C:7]([CH3:11])=[CH:8][CH:9]=2)[C:4]([C:12]([N:14]2[CH2:15][CH2:16][N:17]([C:20]3[N:21]=[CH:22][C:23]([C:26]([NH:35][CH2:36][C:37]4[CH:42]=[CH:41][N:40]=[CH:39][CH:38]=4)=[O:27])=[N:24][CH:25]=3)[CH2:18][CH2:19]2)=[O:13])=[C:3]1[C:29]1[CH:34]=[CH:33][CH:32]=[CH:31][CH:30]=1, predict the reactants needed to synthesize it. The reactants are: [CH3:1][N:2]1[C:10]2[C:5](=[CH:6][C:7]([CH3:11])=[CH:8][CH:9]=2)[C:4]([C:12]([N:14]2[CH2:19][CH2:18][N:17]([C:20]3[N:21]=[CH:22][C:23]([C:26](O)=[O:27])=[N:24][CH:25]=3)[CH2:16][CH2:15]2)=[O:13])=[C:3]1[C:29]1[CH:34]=[CH:33][CH:32]=[CH:31][CH:30]=1.[NH2:35][CH2:36][C:37]1[CH:42]=[CH:41][N:40]=[CH:39][CH:38]=1.Cl.OC1C2N=NNC=2C=CC=1. (2) Given the product [NH2:15][C:14]1[N:1]([C:3]2[CH:8]=[CH:7][N:6]=[CH:5][CH:4]=2)[N:2]=[C:12]([C:11]([CH3:18])([CH3:17])[CH3:10])[CH:13]=1, predict the reactants needed to synthesize it. The reactants are: [NH:1]([C:3]1[CH:8]=[CH:7][NH:6][C:5](=O)[CH:4]=1)[NH2:2].[CH3:10][C:11]([CH3:18])([CH3:17])[C:12](=O)[CH2:13][C:14]#[N:15].